This data is from Peptide-MHC class I binding affinity with 185,985 pairs from IEDB/IMGT. The task is: Regression. Given a peptide amino acid sequence and an MHC pseudo amino acid sequence, predict their binding affinity value. This is MHC class I binding data. The peptide sequence is HPTSRRELL. The MHC is HLA-A29:02 with pseudo-sequence HLA-A29:02. The binding affinity (normalized) is 0.0847.